Dataset: Forward reaction prediction with 1.9M reactions from USPTO patents (1976-2016). Task: Predict the product of the given reaction. (1) Given the reactants Cl.Cl.[NH2:3][CH:4]1[C:22](=[O:23])[N:21]2[CH:17]([CH2:18][CH:19]([O:24][C:25]3[C:34]4[C:29](=[CH:30][CH:31]=[CH:32][CH:33]=4)[CH:28]=[CH:27][N:26]=3)[CH2:20]2)[C:16](=[O:35])[NH:15][C:14]2([C:36]([NH:38][S:39]([CH:42]3[CH2:44][CH2:43]3)(=[O:41])=[O:40])=[O:37])[CH:12]([CH2:13]2)[CH:11]=[CH:10][CH2:9][CH2:8][CH2:7][CH2:6][CH2:5]1.CCN(C(C)C)C(C)C.Cl[C:55]([OH:57])=[O:56].[O:58]1[CH2:63][CH2:62][CH2:61][CH2:60][CH2:59]1, predict the reaction product. The product is: [O:58]1[CH2:63][CH2:62][CH:61]([O:57][C:55](=[O:56])[NH:3][CH:4]2[C:22](=[O:23])[N:21]3[CH:17]([CH2:18][CH:19]([O:24][C:25]4[C:34]5[C:29](=[CH:30][CH:31]=[CH:32][CH:33]=5)[CH:28]=[CH:27][N:26]=4)[CH2:20]3)[C:16](=[O:35])[NH:15][C:14]3([C:36]([NH:38][S:39]([CH:42]4[CH2:43][CH2:44]4)(=[O:40])=[O:41])=[O:37])[CH:12]([CH2:13]3)[CH:11]=[CH:10][CH2:9][CH2:8][CH2:7][CH2:6][CH2:5]2)[CH2:60][CH2:59]1. (2) The product is: [F:1][C:2]1[CH:7]=[CH:6][C:5]([CH2:8][C:9]2[CH:18]=[C:17]3[C:12]([C:13]([OH:34])=[C:14]([C:29]([NH:40][C@@H:37]4[CH2:38][CH2:39][O:35][CH2:36]4)=[O:30])[C:15](=[O:28])[N:16]3[CH2:19][CH2:20][N:21]3[CH2:26][CH2:25][CH2:24][CH2:23][C:22]3=[O:27])=[N:11][CH:10]=2)=[CH:4][CH:3]=1. Given the reactants [F:1][C:2]1[CH:7]=[CH:6][C:5]([CH2:8][C:9]2[CH:18]=[C:17]3[C:12]([C:13]([OH:34])=[C:14]([C:29](OCC)=[O:30])[C:15](=[O:28])[N:16]3[CH2:19][CH2:20][N:21]3[CH2:26][CH2:25][CH2:24][CH2:23][C:22]3=[O:27])=[N:11][CH:10]=2)=[CH:4][CH:3]=1.[O:35]1[CH2:39][CH2:38][C@@H:37]([NH2:40])[CH2:36]1, predict the reaction product. (3) Given the reactants [CH3:1][C:2]1[C:6]2[C:7](=[O:18])[N:8]([CH2:11][CH2:12][N:13]3[CH2:17][CH2:16][CH2:15][CH2:14]3)[CH2:9][CH2:10][C:5]=2[NH:4][C:3]=1[CH:19]=O.[F:21][C:22]1[CH:23]=[C:24]2[C:28](=[CH:29][C:30]=1[NH:31][C:32](=[O:35])[CH2:33][OH:34])[NH:27][C:26](=[O:36])[CH2:25]2, predict the reaction product. The product is: [F:21][C:22]1[CH:23]=[C:24]2[C:28](=[CH:29][C:30]=1[NH:31][C:32](=[O:35])[CH2:33][OH:34])[NH:27][C:26](=[O:36])[C:25]2=[CH:19][C:3]1[NH:4][C:5]2[CH2:10][CH2:9][N:8]([CH2:11][CH2:12][N:13]3[CH2:14][CH2:15][CH2:16][CH2:17]3)[C:7](=[O:18])[C:6]=2[C:2]=1[CH3:1]. (4) Given the reactants Cl[C:2]1[C:7]([C:8]#[C:9][C:10]2[CH:11]=[N:12][C:13]([NH2:16])=[CH:14][CH:15]=2)=[C:6]([CH2:17][CH3:18])[N:5]=[CH:4][N:3]=1.[C:19]([O-:22])([O-])=[O:20].[Cs+].[Cs+].CO, predict the reaction product. The product is: [NH2:16][C:13]1[N:12]=[CH:11][C:10]([C:9]#[C:8][C:7]2[C:2]([C:14]3[CH:15]=[CH:10][C:11]([C:19]([OH:22])=[O:20])=[N:12][CH:13]=3)=[N:3][CH:4]=[N:5][C:6]=2[CH2:17][CH3:18])=[CH:15][CH:14]=1. (5) Given the reactants [Mg].Br[C:3]1[CH:8]=[CH:7][C:6]([S:9][CH3:10])=[C:5]([O:11][CH3:12])[CH:4]=1.II.CON(C)[C:18](=[O:29])[C@@H:19]([NH:21][C:22](=[O:28])[O:23][C:24]([CH3:27])([CH3:26])[CH3:25])[CH3:20], predict the reaction product. The product is: [CH3:12][O:11][C:5]1[CH:4]=[C:3]([C:18](=[O:29])[C@H:19]([NH:21][C:22](=[O:28])[O:23][C:24]([CH3:26])([CH3:25])[CH3:27])[CH3:20])[CH:8]=[CH:7][C:6]=1[S:9][CH3:10]. (6) Given the reactants [C:1]([C:3]1[CH:8]=[CH:7][C:6]([CH:9]2[C:18]3[C:17](=[O:19])[CH2:16][CH2:15][CH2:14][C:13]=3[N:12]([C:20]3[CH:25]=[CH:24][CH:23]=[C:22]([C:26]([F:29])([F:28])[F:27])[CH:21]=3)[C:11](=[O:30])[N:10]2[C:31]([NH:33][CH:34]2[CH2:39][CH2:38][S:37][CH2:36][CH2:35]2)=[O:32])=[CH:5][CH:4]=1)#[N:2].OO.[O:42]=C1O[C@H]([C@H](CO)O)C([O-])=C1O.[Na+].O, predict the reaction product. The product is: [C:1]([C:3]1[CH:4]=[CH:5][C:6]([CH:9]2[C:18]3[C:17](=[O:19])[CH2:16][CH2:15][CH2:14][C:13]=3[N:12]([C:20]3[CH:25]=[CH:24][CH:23]=[C:22]([C:26]([F:29])([F:28])[F:27])[CH:21]=3)[C:11](=[O:30])[N:10]2[C:31]([NH:33][CH:34]2[CH2:35][CH2:36][S:37](=[O:42])[CH2:38][CH2:39]2)=[O:32])=[CH:7][CH:8]=1)#[N:2]. (7) Given the reactants [Cl:1][C:2]1[CH:7]=[CH:6][C:5](B(O)O)=[CH:4][C:3]=1[F:11].FC(F)(F)S(O[C:18]1[CH:23]=[CH:22][C:21]([C@H:24]2[C:29]3=[N:30][S:31](=[O:35])(=[O:34])[CH2:32][CH2:33][N:28]3[CH2:27][CH2:26][CH2:25]2)=[CH:20][CH:19]=1)(=O)=O.C(=O)([O-])[O-].[Na+].[Na+], predict the reaction product. The product is: [Cl:1][C:2]1[CH:7]=[CH:6][C:5]([C:18]2[CH:19]=[CH:20][C:21]([C@H:24]3[C:29]4=[N:30][S:31](=[O:35])(=[O:34])[CH2:32][CH2:33][N:28]4[CH2:27][CH2:26][CH2:25]3)=[CH:22][CH:23]=2)=[CH:4][C:3]=1[F:11].